The task is: Predict which catalyst facilitates the given reaction.. This data is from Catalyst prediction with 721,799 reactions and 888 catalyst types from USPTO. Reactant: C[O:2][C:3](=O)[C:4]([C:10]1[CH:15]=[CH:14][CH:13]=[C:12]([CH2:16][C:17](OC)=[O:18])[CH:11]=1)([CH3:9])[C:5](OC)=[O:6].[H-].[Al+3].[Li+].[H-].[H-].[H-].C(OCC)C.CC(=O)OCC. Product: [OH:18][CH2:17][CH2:16][C:12]1[CH:11]=[C:10]([C:4]([CH3:9])([CH2:3][OH:2])[CH2:5][OH:6])[CH:15]=[CH:14][CH:13]=1. The catalyst class is: 20.